From a dataset of Reaction yield outcomes from USPTO patents with 853,638 reactions. Predict the reaction yield, written as a fraction of the theoretical maximum amount of product (1.0 means a 100% yield; for example, 0.34 means a 34% yield). The reactants are [C:1]1([C:9]2[CH:14]=[CH:13][CH:12]=[CH:11][CH:10]=2)[CH:6]=[CH:5][C:4]([CH:7]=O)=[CH:3][CH:2]=1.[NH2:15][C:16]1[N:17]=[N:18][C:19]([CH3:22])=[CH:20][CH:21]=1.C([O:25][C:26](=O)[C:27]([OH:38])=[CH:28][C:29](=[O:37])[C:30]1[CH:35]=[CH:34][C:33]([CH3:36])=[CH:32][CH:31]=1)C. No catalyst specified. The product is [C:1]1([C:9]2[CH:14]=[CH:13][CH:12]=[CH:11][CH:10]=2)[CH:6]=[CH:5][C:4]([CH:7]2[N:15]([C:16]3[N:17]=[N:18][C:19]([CH3:22])=[CH:20][CH:21]=3)[C:26](=[O:25])[C:27]([OH:38])=[C:28]2[C:29](=[O:37])[C:30]2[CH:31]=[CH:32][C:33]([CH3:36])=[CH:34][CH:35]=2)=[CH:3][CH:2]=1. The yield is 0.260.